Dataset: Reaction yield outcomes from USPTO patents with 853,638 reactions. Task: Predict the reaction yield, written as a fraction of the theoretical maximum amount of product (1.0 means a 100% yield; for example, 0.34 means a 34% yield). (1) The reactants are [CH3:1][C:2]1[N:6]([CH3:7])[C:5]2[CH:8]=[C:9]([C:22](O)=[O:23])[C:10]3[CH2:11][CH2:12][CH:13]([C:16]4[CH:21]=[CH:20][CH:19]=[CH:18][CH:17]=4)[O:14][C:15]=3[C:4]=2[N:3]=1.F[B-](F)(F)F.[N:30]1(OC(N(C)C)=[N+](C)C)[C:34]2[CH:35]=[CH:36][CH:36]=[CH:35][C:34]=2[N:30]=N1.C1(N)CC1.O. The catalyst is ClCCl. The product is [CH:34]1([NH:30][C:22]([C:9]2[C:10]3[CH2:11][CH2:12][CH:13]([C:16]4[CH:21]=[CH:20][CH:19]=[CH:18][CH:17]=4)[O:14][C:15]=3[C:4]3[N:3]=[C:2]([CH3:1])[N:6]([CH3:7])[C:5]=3[CH:8]=2)=[O:23])[CH2:35][CH2:36]1. The yield is 0.620. (2) The reactants are C(O[C:6]([N:8]([CH2:28][C:29]1[CH:34]=CC=CN=1)[CH2:9][C:10]1[CH:15]=[CH:14][C:13]([CH2:16][NH:17][CH:18]2[C:27]3[N:26]=[CH:25][CH:24]=[CH:23][C:22]=3CCC2)=[CH:12][CH:11]=1)=O)(C)(C)C.BrCC(O[C:40]([CH3:43])([CH3:42])[CH3:41])=O.[C:44](=[O:47])([O-])[O-:45].[K+].[K+].[CH3:50][C:51]#[N:52]. No catalyst specified. The product is [N:26]1[CH:25]=[CH:24][CH:23]=[CH:22][C:27]=1[CH2:18][NH:17][CH2:16][C:13]1[CH:12]=[CH:11][C:10]([CH2:9][N:8]([CH2:6][C:44]([OH:45])=[O:47])[CH:28]2[C:42]3[N:52]=[CH:51][CH:50]=[CH:41][C:40]=3[CH2:43][CH2:34][CH2:29]2)=[CH:15][CH:14]=1. The yield is 0.560. (3) The reactants are C1C(=O)N([Br:8])C(=O)C1.[CH3:9][C:10]1[CH:11]=[CH:12][C:13]([N+:17]([O-:19])=[O:18])=[C:14]([CH:16]=1)[NH2:15]. The catalyst is C(O)(=O)C.O. The product is [Br:8][C:11]1[C:10]([CH3:9])=[CH:16][C:14]([NH2:15])=[C:13]([N+:17]([O-:19])=[O:18])[CH:12]=1. The yield is 0.940. (4) The reactants are Cl[C:2]1[C:11]2[C:6](=[CH:7][C:8]([O:14][CH2:15][CH2:16][CH2:17][N:18]3[CH2:23][CH2:22][CH2:21][CH2:20][CH2:19]3)=[C:9]([O:12][CH3:13])[CH:10]=2)[N:5]=[CH:4][N:3]=1.C(=O)([O-])[O-].[K+].[K+].[Br:30][C:31]1[C:39]([OH:40])=[CH:38][CH:37]=[C:36]2[C:32]=1[CH:33]=[CH:34][NH:35]2. The catalyst is CC(N(C)C)=O. The product is [Br:30][C:31]1[C:39]([O:40][C:2]2[C:11]3[C:6](=[CH:7][C:8]([O:14][CH2:15][CH2:16][CH2:17][N:18]4[CH2:23][CH2:22][CH2:21][CH2:20][CH2:19]4)=[C:9]([O:12][CH3:13])[CH:10]=3)[N:5]=[CH:4][N:3]=2)=[CH:38][CH:37]=[C:36]2[C:32]=1[CH:33]=[CH:34][NH:35]2. The yield is 0.440. (5) The reactants are [F:1][C:2]1[CH:15]=[C:14]([F:16])[CH:13]=[CH:12][C:3]=1[O:4][C:5]1[O:9][C:8]([CH:10]=O)=[CH:7][CH:6]=1.[NH3:17].CO. The catalyst is [Ni]. The product is [F:1][C:2]1[CH:15]=[C:14]([F:16])[CH:13]=[CH:12][C:3]=1[O:4][C:5]1[O:9][C:8]([CH2:10][NH2:17])=[CH:7][CH:6]=1. The yield is 0.877. (6) The reactants are C(N(C(C)C)CC)(C)C.C1CN([P+](ON2N=NC3C=CC=CC2=3)(N2CCCC2)N2CCCC2)CC1.F[P-](F)(F)(F)(F)F.[NH:43]1[CH2:48][CH2:47][C:46]2([C:56]3[C:51](=[CH:52][CH:53]=[CH:54][CH:55]=3)[NH:50][C:49]2=[O:57])[CH2:45][CH2:44]1.[Br:58][CH2:59][CH2:60][CH2:61][CH2:62][CH2:63][CH2:64][CH2:65][C:66](O)=[O:67]. The catalyst is O.C(Cl)Cl. The product is [Br:58][CH2:59][CH2:60][CH2:61][CH2:62][CH2:63][CH2:64][CH2:65][C:66]([N:43]1[CH2:48][CH2:47][C:46]2([C:56]3[C:51](=[CH:52][CH:53]=[CH:54][CH:55]=3)[NH:50][C:49]2=[O:57])[CH2:45][CH2:44]1)=[O:67]. The yield is 0.698. (7) The reactants are C([NH:8][C@@H:9]1[C@H:13]2[O:14][CH2:15][C@@H:16]([O:17][S:18]([C:21]3[CH:26]=[CH:25][C:24]([CH3:27])=[CH:23][CH:22]=3)(=[O:20])=[O:19])[C@H:12]2[O:11][CH2:10]1)C1C=CC=CC=1. The catalyst is C(OCC)(=O)C.[Pd]. The yield is 0.480. The product is [NH2:8][C@@H:9]1[C@H:13]2[O:14][CH2:15][C@@H:16]([O:17][S:18]([C:21]3[CH:26]=[CH:25][C:24]([CH3:27])=[CH:23][CH:22]=3)(=[O:20])=[O:19])[C@H:12]2[O:11][CH2:10]1. (8) The reactants are [Cl-].[Cl-].[CH:3]1([Zr+2:12]C2C3C(CC=CC=3)CC2)[C:11]2[CH:6]([CH2:7][CH:8]=[CH:9][CH:10]=2)[CH2:5][CH2:4]1.[C:22]([OH:28])(=[O:27])[C:23]([CH3:26])([CH3:25])[CH3:24].C(N(CC)CC)C. The catalyst is C1(C)C=CC=CC=1. The product is [C:22]([O-:28])(=[O:27])[C:23]([CH3:26])([CH3:25])[CH3:24].[C:22]([O-:28])(=[O:27])[C:23]([CH3:26])([CH3:25])[CH3:24].[C:22]([O-:28])(=[O:27])[C:23]([CH3:26])([CH3:25])[CH3:24].[CH:3]1([Zr+3:12])[C:11]2[CH:6]([CH2:7][CH:8]=[CH:9][CH:10]=2)[CH2:5][CH2:4]1. The yield is 0.750.